Dataset: NCI-60 drug combinations with 297,098 pairs across 59 cell lines. Task: Regression. Given two drug SMILES strings and cell line genomic features, predict the synergy score measuring deviation from expected non-interaction effect. (1) Drug 1: C1=NC(=NC(=O)N1C2C(C(C(O2)CO)O)O)N. Drug 2: CN(CCCl)CCCl.Cl. Cell line: LOX IMVI. Synergy scores: CSS=48.1, Synergy_ZIP=-7.65, Synergy_Bliss=-4.85, Synergy_Loewe=-4.37, Synergy_HSA=-0.253. (2) Drug 1: CC12CCC(CC1=CCC3C2CCC4(C3CC=C4C5=CN=CC=C5)C)O. Drug 2: CC1=C2C(C(=O)C3(C(CC4C(C3C(C(C2(C)C)(CC1OC(=O)C(C(C5=CC=CC=C5)NC(=O)C6=CC=CC=C6)O)O)OC(=O)C7=CC=CC=C7)(CO4)OC(=O)C)O)C)OC(=O)C. Cell line: NCI-H322M. Synergy scores: CSS=42.3, Synergy_ZIP=16.1, Synergy_Bliss=16.2, Synergy_Loewe=-25.3, Synergy_HSA=15.6.